Dataset: Cav3 T-type calcium channel HTS with 100,875 compounds. Task: Binary Classification. Given a drug SMILES string, predict its activity (active/inactive) in a high-throughput screening assay against a specified biological target. (1) The result is 0 (inactive). The drug is O=C(N1CCCCC1)Cc1c([nH]c(nc1=O)Cc1ccc(OCC)cc1)C. (2) The compound is S(C(CC)C(=O)Nc1sc(nn1)C(C)C)CC(OCC)=O. The result is 0 (inactive).